Predict the reaction yield, written as a fraction of the theoretical maximum amount of product (1.0 means a 100% yield; for example, 0.34 means a 34% yield). From a dataset of Reaction yield outcomes from USPTO patents with 853,638 reactions. (1) The reactants are [CH3:1][O:2][C:3]1[CH:4]=[C:5]2[C:9](=[CH:10][C:11]=1[O:12][CH3:13])[CH2:8][C:7]([C:14]([OH:16])=O)=[CH:6]2.C(Cl)(=O)C(Cl)=O.[NH2:23][C:24]1[CH:33]=[CH:32][CH:31]=[CH:30][C:25]=1[C:26]([O:28][CH3:29])=[O:27].C(N(CC)CC)C. The catalyst is C(Cl)Cl.O.CN(C=O)C. The product is [CH3:1][O:2][C:3]1[CH:4]=[C:5]2[C:9](=[CH:10][C:11]=1[O:12][CH3:13])[CH2:8][C:7]([C:14]([NH:23][C:24]1[CH:33]=[CH:32][CH:31]=[CH:30][C:25]=1[C:26]([O:28][CH3:29])=[O:27])=[O:16])=[CH:6]2. The yield is 0.380. (2) The reactants are C([N:8]1[C@@H:13]2[CH2:14][CH2:15][C@@:9]1([C:32]1[CH:37]=[CH:36][CH:35]=[CH:34][CH:33]=1)[C@H:10]([O:16][CH2:17][C:18]1[CH:23]=[C:22]([C:24]([F:27])([F:26])[F:25])[CH:21]=[C:20]([C:28]([F:31])([F:30])[F:29])[CH:19]=1)[CH2:11][CH2:12]2)C1C=CC=CC=1. The catalyst is [Pd].C(O)C. The product is [F:26][C:24]([F:25])([F:27])[C:22]1[CH:23]=[C:18]([CH2:17][O:16][C@@H:10]2[CH2:11][CH2:12][C@@H:13]3[NH:8][C@@:9]2([C:32]2[CH:33]=[CH:34][CH:35]=[CH:36][CH:37]=2)[CH2:15][CH2:14]3)[CH:19]=[C:20]([C:28]([F:31])([F:29])[F:30])[CH:21]=1. The yield is 0.590. (3) The reactants are [NH:1]1[CH:5]=[CH:4][N:3]=[C:2]1[C:6]1[CH:7]=[CH:8][C:9]([CH3:30])=[C:10]([NH:12][C:13](=[O:29])[C:14]2[CH:19]=[CH:18][C:17]([O:20][CH2:21][C:22]3[CH:27]=[CH:26][CH:25]=[C:24](Br)[N:23]=3)=[CH:16][CH:15]=2)[CH:11]=1.[CH3:31][N:32]1[CH2:37][CH2:36][NH:35][CH2:34][CH2:33]1. The catalyst is CN(C=O)C. The product is [NH:1]1[CH:5]=[CH:4][N:3]=[C:2]1[C:6]1[CH:7]=[CH:8][C:9]([CH3:30])=[C:10]([NH:12][C:13](=[O:29])[C:14]2[CH:19]=[CH:18][C:17]([O:20][CH2:21][C:22]3[CH:27]=[CH:26][CH:25]=[C:24]([N:35]4[CH2:36][CH2:37][N:32]([CH3:31])[CH2:33][CH2:34]4)[N:23]=3)=[CH:16][CH:15]=2)[CH:11]=1. The yield is 0.446. (4) The reactants are CS(C)=O.C(Cl)(=O)C(Cl)=O.[CH3:11][C:12]([CH3:17])([CH3:16])[CH2:13][CH2:14]O.C(N(CC)CC)C.[CH2:25]([O:28][C:29]([C:31]1[N:32]([NH2:36])[CH:33]=[CH:34][CH:35]=1)=[O:30])[CH:26]=[CH2:27].C([BH3-])#N.[Na+]. The catalyst is ClCCl.C(O)(=O)C. The product is [CH2:25]([O:28][C:29]([C:31]1[N:32]([NH:36][CH2:14][CH2:13][C:12]([CH3:17])([CH3:16])[CH3:11])[CH:33]=[CH:34][CH:35]=1)=[O:30])[CH:26]=[CH2:27]. The yield is 0.370. (5) The yield is 0.904. The reactants are [CH2:1]([N:3]([CH3:27])[C:4]1[N:26]=[C:7]2[CH:8]=[C:9]([NH:12][C:13]([C:15]3[N:19]([CH3:20])[N:18]=[CH:17][C:16]=3[C:21]([O:23]CC)=[O:22])=[O:14])[CH:10]=[CH:11][N:6]2[N:5]=1)[CH3:2].O.[OH-].[Li+].Cl. The catalyst is CO.O. The product is [CH2:1]([N:3]([CH3:27])[C:4]1[N:26]=[C:7]2[CH:8]=[C:9]([NH:12][C:13]([C:15]3[N:19]([CH3:20])[N:18]=[CH:17][C:16]=3[C:21]([OH:23])=[O:22])=[O:14])[CH:10]=[CH:11][N:6]2[N:5]=1)[CH3:2]. (6) The yield is 0.840. The reactants are [Cl:1][C:2]1[C:3]([CH2:12][O:13][C:14]2[CH:15]=[N:16][C:17]([O:21][CH:22]([CH3:24])[CH3:23])=[C:18]([Cl:20])[CH:19]=2)=[CH:4][C:5]2[O:9][N:8]=[C:7]([NH2:10])[C:6]=2[CH:11]=1.[CH3:25][S:26](Cl)(=[O:28])=[O:27].C(N(CC)CC)C. The product is [Cl:1][C:2]1[C:3]([CH2:12][O:13][C:14]2[CH:15]=[N:16][C:17]([O:21][CH:22]([CH3:24])[CH3:23])=[C:18]([Cl:20])[CH:19]=2)=[CH:4][C:5]2[O:9][N:8]=[C:7]([NH:10][S:26]([CH3:25])(=[O:28])=[O:27])[C:6]=2[CH:11]=1. The catalyst is C(Cl)Cl. (7) The reactants are [F:1][C:2]([F:14])([F:13])[C:3]([OH:12])([C:8]([F:11])([F:10])[F:9])[C:4]([O:6]C)=[O:5].[OH-].[Na+].Cl.[Cl-].[C:19]1([S+:25]([C:32]2[CH:37]=[CH:36][CH:35]=[CH:34][CH:33]=2)[C:26]2[CH:31]=[CH:30][CH:29]=[CH:28][CH:27]=2)[CH:24]=[CH:23][CH:22]=[CH:21][CH:20]=1. The catalyst is ClCCl.C(C(C)=O)C(C)C.O. The product is [F:1][C:2]([F:13])([F:14])[C:3]([OH:12])([C:8]([F:10])([F:9])[F:11])[C:4]([O-:6])=[O:5].[C:32]1([S+:25]([C:19]2[CH:20]=[CH:21][CH:22]=[CH:23][CH:24]=2)[C:26]2[CH:31]=[CH:30][CH:29]=[CH:28][CH:27]=2)[CH:33]=[CH:34][CH:35]=[CH:36][CH:37]=1. The yield is 0.440. (8) The yield is 0.740. The product is [CH3:18][C:10]1[C:9]([O:8][C:6]2[CH:5]=[CH:4][N:3]=[C:2]([NH:23][C:19](=[O:22])[CH2:20][CH3:21])[CH:7]=2)=[CH:14][CH:13]=[C:12]([N+:15]([O-:17])=[O:16])[N:11]=1. The reactants are Cl[C:2]1[CH:7]=[C:6]([O:8][C:9]2[C:10]([CH3:18])=[N:11][C:12]([N+:15]([O-:17])=[O:16])=[CH:13][CH:14]=2)[CH:5]=[CH:4][N:3]=1.[C:19]([NH2:23])(=[O:22])[CH2:20][CH3:21].C([O-])([O-])=O.[Cs+].[Cs+]. The catalyst is O1CCOCC1.C1C=CC(/C=C/C(/C=C/C2C=CC=CC=2)=O)=CC=1.C1C=CC(/C=C/C(/C=C/C2C=CC=CC=2)=O)=CC=1.C1C=CC(/C=C/C(/C=C/C2C=CC=CC=2)=O)=CC=1.[Pd].[Pd].CC(C1C=C(C(C)C)C(C2C=CC=CC=2P(C2CCCCC2)C2CCCCC2)=C(C(C)C)C=1)C.